Dataset: Peptide-MHC class I binding affinity with 185,985 pairs from IEDB/IMGT. Task: Regression. Given a peptide amino acid sequence and an MHC pseudo amino acid sequence, predict their binding affinity value. This is MHC class I binding data. (1) The peptide sequence is APFNVLKVI. The MHC is HLA-B54:01 with pseudo-sequence HLA-B54:01. The binding affinity (normalized) is 0.107. (2) The peptide sequence is LHVTDTNKF. The MHC is Mamu-B17 with pseudo-sequence Mamu-B17. The binding affinity (normalized) is 0.572.